From a dataset of Reaction yield outcomes from USPTO patents with 853,638 reactions. Predict the reaction yield, written as a fraction of the theoretical maximum amount of product (1.0 means a 100% yield; for example, 0.34 means a 34% yield). (1) The reactants are [CH3:1][C:2]1[CH:3]=[C:4]([O:9][CH3:10])[CH:5]=[C:6]([CH3:8])[CH:7]=1.[Br:11]N1C(=O)CCC1=O.N(C(C)(C)C#N)=NC(C)(C)C#N. The catalyst is C(Cl)(Cl)(Cl)Cl. The product is [Br:11][CH2:1][C:2]1[CH:7]=[C:6]([CH3:8])[CH:5]=[C:4]([O:9][CH3:10])[CH:3]=1. The yield is 0.680. (2) The reactants are Br[C:2]1[CH:9]=[CH:8][C:5]([CH:6]=[O:7])=[CH:4][CH:3]=1.[C:10]1([C:16]#[CH:17])[CH:15]=[CH:14][CH:13]=[CH:12][CH:11]=1. The catalyst is C(N(CC)CC)C. The product is [C:10]1([C:16]#[C:17][C:2]2[CH:9]=[CH:8][C:5]([CH:6]=[O:7])=[CH:4][CH:3]=2)[CH:15]=[CH:14][CH:13]=[CH:12][CH:11]=1. The yield is 0.630. (3) The reactants are [CH3:1][O:2][C:3]1[CH:4]=[C:5]([CH2:20][C:21]([OH:23])=O)[CH:6]=[CH:7][C:8]=1[NH:9][C:10]([NH:12][C:13]1[CH:18]=[CH:17][CH:16]=[CH:15][C:14]=1[CH3:19])=[O:11].[Cl:24][C:25]1[CH:26]=[C:27]([CH:32]=[CH:33][C:34]=1[O:35][CH2:36][C@@H:37]([NH:39][CH3:40])[CH3:38])[C:28]([O:30][CH3:31])=[O:29].C(Cl)CCl.C1C=CC2N(O)N=NC=2C=1. The catalyst is CN(C1C=CN=CC=1)C.CN(C=O)C.CCOC(C)=O. The product is [Cl:24][C:25]1[CH:26]=[C:27]([CH:32]=[CH:33][C:34]=1[O:35][CH2:36][C@@H:37]([N:39]([CH3:40])[C:21](=[O:23])[CH2:20][C:5]1[CH:6]=[CH:7][C:8]([NH:9][C:10]([NH:12][C:13]2[CH:18]=[CH:17][CH:16]=[CH:15][C:14]=2[CH3:19])=[O:11])=[C:3]([O:2][CH3:1])[CH:4]=1)[CH3:38])[C:28]([O:30][CH3:31])=[O:29]. The yield is 1.00. (4) The reactants are [Cl:1][C:2]1[CH:7]=[CH:6][C:5]([CH:8]([O:18][CH3:19])[CH2:9][NH:10]C(=O)OC(C)(C)C)=[CH:4][CH:3]=1.FC(F)(F)C(O)=O. The catalyst is ClCCl. The product is [Cl:1][C:2]1[CH:3]=[CH:4][C:5]([CH:8]([O:18][CH3:19])[CH2:9][NH2:10])=[CH:6][CH:7]=1. The yield is 0.847.